Dataset: Reaction yield outcomes from USPTO patents with 853,638 reactions. Task: Predict the reaction yield, written as a fraction of the theoretical maximum amount of product (1.0 means a 100% yield; for example, 0.34 means a 34% yield). (1) The reactants are [OH-:1].[Na+].[NH2:3]O.C[O:6][C:7]([C:9]1[CH:17]=[C:16]2[C:12]([CH:13]=[CH:14][N:15]2[CH2:18][C:19]2[CH:24]=[CH:23][C:22]([O:25][CH3:26])=[CH:21][CH:20]=2)=[CH:11][CH:10]=1)=O. The catalyst is C1COCC1.CO.O. The product is [OH:1][NH:3][C:7]([C:9]1[CH:17]=[C:16]2[C:12]([CH:13]=[CH:14][N:15]2[CH2:18][C:19]2[CH:24]=[CH:23][C:22]([O:25][CH3:26])=[CH:21][CH:20]=2)=[CH:11][CH:10]=1)=[O:6]. The yield is 0.840. (2) The reactants are [C:1]1([CH3:12])[CH:6]=[CH:5][CH:4]=[CH:3][C:2]=1[C:7]1O[CH:9]=[N:10][N:11]=1.[CH3:13][C:14]1[CH:15]=[C:16]([CH:18]=[C:19]([CH3:21])[CH:20]=1)[NH2:17].N#N.FC(F)(F)C(O)=O.[Al]. The catalyst is ClCCl.ClC1C=CC=CC=1Cl. The product is [CH3:13][C:14]1[CH:15]=[C:16]([N:17]2[CH:9]=[N:10][N:11]=[C:7]2[C:2]2[CH:3]=[CH:4][CH:5]=[CH:6][C:1]=2[CH3:12])[CH:18]=[C:19]([CH3:21])[CH:20]=1. The yield is 0.480. (3) The reactants are [CH3:1][C:2]1[O:6][N:5]=[C:4]([CH2:7][C:8]2[CH:13]=[CH:12][C:11]([N+:14]([O-])=O)=[CH:10][CH:9]=2)[N:3]=1. The catalyst is [Pd].CC([O-])=O.CC([O-])=O.[Pb+2].O1CCCC1. The product is [CH3:1][C:2]1[O:6][N:5]=[C:4]([CH2:7][C:8]2[CH:13]=[CH:12][C:11]([NH2:14])=[CH:10][CH:9]=2)[N:3]=1. The yield is 0.100. (4) The reactants are [CH3:1][O-:2].[Na+].[CH3:4][OH:5]. The yield is 1.00. No catalyst specified. The product is [OH:2][C@H:1]1[O:2][C@H:1]([CH2:4][OH:5])[C@@H:4]([OH:5])[C@H:1]([OH:2])[C@H:4]1[OH:5]. (5) The reactants are [CH:1]1([C:7]2[C:15]3[C:10](=[CH:11][C:12]([C:16]([O:18]C)=[O:17])=[CH:13][CH:14]=3)[NH:9][C:8]=2[C:20]2[CH:25]=[CH:24][CH:23]=[CH:22][CH:21]=2)[CH2:6][CH2:5][CH2:4][CH2:3][CH2:2]1.Cl[CH2:27][C:28]1[N:29]=[C:30]([CH3:33])[S:31][CH:32]=1. No catalyst specified. The product is [CH:1]1([C:7]2[C:15]3[C:10](=[CH:11][C:12]([C:16]([OH:18])=[O:17])=[CH:13][CH:14]=3)[N:9]([CH2:27][C:28]3[N:29]=[C:30]([CH3:33])[S:31][CH:32]=3)[C:8]=2[C:20]2[CH:25]=[CH:24][CH:23]=[CH:22][CH:21]=2)[CH2:2][CH2:3][CH2:4][CH2:5][CH2:6]1. The yield is 0.180. (6) The reactants are [Cl:1][C:2]1[CH:3]=[C:4]([NH:8][C:9]([N:11]2[CH2:16][CH2:15][C:14]3[NH:17][N:18]=[C:19]([C:20](O)=[O:21])[C:13]=3[CH2:12]2)=[O:10])[CH:5]=[CH:6][CH:7]=1.[O:23]1[CH2:27][CH:26]([OH:28])[CH2:25][NH:24]1.CN(C(ON1N=NC2C=CC=NC1=2)=[N+](C)C)C.F[P-](F)(F)(F)(F)F.CCN(C(C)C)C(C)C. The catalyst is CN(C=O)C. The product is [Cl:1][C:2]1[CH:3]=[C:4]([NH:8][C:9]([N:11]2[CH2:16][CH2:15][C:14]3[NH:17][N:18]=[C:19]([C:20]([N:24]4[CH2:25][CH:26]([OH:28])[CH2:27][O:23]4)=[O:21])[C:13]=3[CH2:12]2)=[O:10])[CH:5]=[CH:6][CH:7]=1. The yield is 0.366. (7) The reactants are C(C1C=CC(C(NC2C=CC(C3C=C4C(CN([C@@H](C(C)C)C(O)=O)C4=O)=CC=3)=NC=2)=O)=CC=1)(C)(C)C.[C:37]([C:41]1[CH:74]=[CH:73][C:44]([C:45]([NH:47][C:48]2[CH:53]=[CH:52][C:51]([C:54]3[CH:62]=[C:61]4[C:57]([CH2:58][N:59]([C@@H:64]([CH:69]([CH3:71])[CH3:70])[C:65]([O:67]C)=[O:66])[C:60]4=[O:63])=[CH:56][CH:55]=3)=[CH:50][C:49]=2[F:72])=[O:46])=[CH:43][CH:42]=1)([CH3:40])([CH3:39])[CH3:38]. No catalyst specified. The product is [C:37]([C:41]1[CH:74]=[CH:73][C:44]([C:45]([NH:47][C:48]2[CH:53]=[CH:52][C:51]([C:54]3[CH:62]=[C:61]4[C:57]([CH2:58][N:59]([C@@H:64]([CH:69]([CH3:70])[CH3:71])[C:65]([OH:67])=[O:66])[C:60]4=[O:63])=[CH:56][CH:55]=3)=[CH:50][C:49]=2[F:72])=[O:46])=[CH:43][CH:42]=1)([CH3:38])([CH3:40])[CH3:39]. The yield is 0.860. (8) The reactants are C1C=CN=CC=1.[FH:7].[CH3:8][O:9][C:10]1[C:11]([N+:18]([O-:20])=[O:19])=[CH:12][C:13]([CH3:17])=[C:14](N)[CH:15]=1.N([O-])=O.[Na+]. The catalyst is N1C=CC=CC=1. The product is [F:7][C:14]1[CH:15]=[C:10]([O:9][CH3:8])[C:11]([N+:18]([O-:20])=[O:19])=[CH:12][C:13]=1[CH3:17]. The yield is 0.760. (9) The reactants are [CH3:1][C:2]1[C:11]2[C:6](=[CH:7][CH:8]=[CH:9][CH:10]=2)[C:5]([N+:12]([O-])=O)=[CH:4][C:3]=1N. The catalyst is C(O)C.[Ni]. The product is [CH3:1][C:2]1[C:11]2[C:6](=[CH:7][CH:8]=[CH:9][CH:10]=2)[C:5]([NH2:12])=[CH:4][CH:3]=1. The yield is 0.750.